From a dataset of Full USPTO retrosynthesis dataset with 1.9M reactions from patents (1976-2016). Predict the reactants needed to synthesize the given product. (1) Given the product [Li+:42].[Cl:1][C:2]1[CH:3]=[C:4]([C:12]2[O:16][N:15]=[C:14]([C:17]3[CH:26]=[CH:25][CH:24]=[C:23]4[C:18]=3[CH:19]=[CH:20][N:21]=[C:22]4[CH2:27][CH2:28][C:29]([O-:31])=[O:30])[N:13]=2)[CH:5]=[CH:6][C:7]=1[O:8][CH:9]([CH3:11])[CH3:10], predict the reactants needed to synthesize it. The reactants are: [Cl:1][C:2]1[CH:3]=[C:4]([C:12]2[O:16][N:15]=[C:14]([C:17]3[CH:26]=[CH:25][CH:24]=[C:23]4[C:18]=3[CH:19]=[CH:20][N:21]=[C:22]4[CH2:27][CH2:28][C:29]([O:31]CC)=[O:30])[N:13]=2)[CH:5]=[CH:6][C:7]=1[O:8][CH:9]([CH3:11])[CH3:10].O1CCCC1.CO.[OH-].[Li+:42]. (2) Given the product [F:1][C:2]1[CH:3]=[CH:4][C:5]([CH2:6][CH:7]([CH3:11])[C:8]([OH:10])=[O:9])=[CH:12][CH:13]=1, predict the reactants needed to synthesize it. The reactants are: [F:1][C:2]1[CH:13]=[CH:12][C:5]([CH:6]=[C:7]([CH3:11])[C:8]([OH:10])=[O:9])=[CH:4][CH:3]=1. (3) Given the product [Cl:1][C:2]1[CH:3]=[N:4][C:5]([N:8]2[CH2:9][CH2:10][CH:11]([C@H:14]3[CH2:16][C@H:15]3[CH2:17][CH2:18][O:19][C:20]3[CH:25]=[CH:24][C:23]([CH2:26][C:27]([OH:29])=[O:28])=[C:22]([F:31])[CH:21]=3)[CH2:12][CH2:13]2)=[N:6][CH:7]=1, predict the reactants needed to synthesize it. The reactants are: [Cl:1][C:2]1[CH:3]=[N:4][C:5]([N:8]2[CH2:13][CH2:12][CH:11]([C@H:14]3[CH2:16][C@H:15]3[CH2:17][CH2:18][O:19][C:20]3[CH:25]=[CH:24][C:23]([CH2:26][C:27]([O:29]C)=[O:28])=[C:22]([F:31])[CH:21]=3)[CH2:10][CH2:9]2)=[N:6][CH:7]=1.CO.[OH-].[Li+].Cl. (4) Given the product [CH:1]1([N:6]2[CH2:12][C:11]([F:13])([F:14])[C:10](=[O:15])[N:9]([CH3:16])[C:8]3[CH:17]=[N:18][C:19]([NH:21][C:22]4[CH:30]=[CH:29][C:25]([C:26]([NH:66][CH2:67][CH2:68][CH2:69][N:70]5[CH2:74][CH2:73][CH2:72][C:71]5=[O:75])=[O:28])=[CH:24][C:23]=4[O:31][CH3:32])=[N:20][C:7]2=3)[CH2:5][CH2:4][CH2:3][CH2:2]1, predict the reactants needed to synthesize it. The reactants are: [CH:1]1([N:6]2[CH2:12][C:11]([F:14])([F:13])[C:10](=[O:15])[N:9]([CH3:16])[C:8]3[CH:17]=[N:18][C:19]([NH:21][C:22]4[CH:30]=[CH:29][C:25]([C:26]([OH:28])=O)=[CH:24][C:23]=4[O:31][CH3:32])=[N:20][C:7]2=3)[CH2:5][CH2:4][CH2:3][CH2:2]1.F[P-](F)(F)(F)(F)F.CN(C(N(C)C)=[N+]1C2C(=NC=CC=2)[N+]([O-])=N1)C.C(N(C(C)C)C(C)C)C.[NH2:66][CH2:67][CH2:68][CH2:69][N:70]1[CH2:74][CH2:73][CH2:72][C:71]1=[O:75]. (5) Given the product [F:1][CH:2]([F:13])[O:3][C:4]1[CH:12]=[CH:11][C:7]([C:8]([Cl:16])=[O:9])=[CH:6][CH:5]=1, predict the reactants needed to synthesize it. The reactants are: [F:1][CH:2]([F:13])[O:3][C:4]1[CH:12]=[CH:11][C:7]([C:8](O)=[O:9])=[CH:6][CH:5]=1.S(Cl)([Cl:16])=O.